From a dataset of Forward reaction prediction with 1.9M reactions from USPTO patents (1976-2016). Predict the product of the given reaction. (1) Given the reactants BrC1C2N(N=C(Cl)N=2)C=CC=1.FC1C=CC(C(F)(F)F)=CC=1B(O)O.[Cl:26][C:27]1[N:43]=[C:30]2[C:31]([C:35]3[C:36]([O:41][CH3:42])=[N:37][CH:38]=[CH:39][CH:40]=3)=[CH:32][CH:33]=[CH:34][N:29]2[N:28]=1.[C:44]([O:48][C:49]([N:51]1[CH2:56][CH2:55][CH:54]([C:57]2[CH:62]=[CH:61][C:60]([NH2:63])=[CH:59][CH:58]=2)[CH2:53][CH2:52]1)=[O:50])([CH3:47])([CH3:46])[CH3:45].C1(P(C2CCCCC2)C2C=CC=CC=2C2C=CC=CC=2P(C2CCCCC2)C2CCCCC2)CCCCC1, predict the reaction product. The product is: [Cl:26][C:27]1[N:43]=[C:30]2[C:31]([C:35]3[C:36]([O:41][CH3:42])=[N:37][CH:38]=[CH:39][CH:40]=3)=[CH:32][CH:33]=[CH:34][N:29]2[N:28]=1.[C:44]([O:48][C:49]([N:51]1[CH2:56][CH2:55][CH:54]([C:57]2[CH:62]=[CH:61][C:60]([NH:63][C:27]3[N:43]=[C:30]4[C:31]([C:35]5[C:36]([O:41][CH3:42])=[N:37][CH:38]=[CH:39][CH:40]=5)=[CH:32][CH:33]=[CH:34][N:29]4[N:28]=3)=[CH:59][CH:58]=2)[CH2:53][CH2:52]1)=[O:50])([CH3:47])([CH3:45])[CH3:46]. (2) Given the reactants [NH2:1][C:2]1[CH:7]=[CH:6][C:5]([C:8]2[C:16]3[C:11](=[N:12][CH:13]=[CH:14][CH:15]=3)[NH:10][C:9]=2[C:17]([NH2:19])=[O:18])=[CH:4][CH:3]=1.[CH3:20][O:21][C:22]1[CH:23]=[C:24]([N:28]=[C:29]=[O:30])[CH:25]=[CH:26][CH:27]=1, predict the reaction product. The product is: [CH3:20][O:21][C:22]1[CH:23]=[C:24]([NH:28][C:29](=[O:30])[NH:1][C:2]2[CH:3]=[CH:4][C:5]([C:8]3[C:16]4[C:11](=[N:12][CH:13]=[CH:14][CH:15]=4)[NH:10][C:9]=3[C:17]([NH2:19])=[O:18])=[CH:6][CH:7]=2)[CH:25]=[CH:26][CH:27]=1. (3) Given the reactants Br[C:2]1[N:3]([CH:17]([CH3:19])[CH3:18])[C:4]2[CH:5]=[C:6]([Cl:16])[CH:7]=[C:8]([C:12]([O:14][CH3:15])=[O:13])[C:9]=2[C:10]=1[CH3:11].[CH3:20]B1OB(C)OB(C)O1.C(=O)([O-])[O-].[K+].[K+].CCOC(C)=O, predict the reaction product. The product is: [Cl:16][C:6]1[CH:7]=[C:8]([C:12]([O:14][CH3:15])=[O:13])[C:9]2[C:10]([CH3:11])=[C:2]([CH3:20])[N:3]([CH:17]([CH3:19])[CH3:18])[C:4]=2[CH:5]=1. (4) Given the reactants [C:1]([O:4][C@H:5]([C:42]1[CH:47]=[CH:46][C:45]([F:48])=[CH:44][CH:43]=1)[CH2:6][CH2:7][C@H:8]1[C:11](=[O:12])[N:10]([C:13]2[CH:18]=[CH:17][C:16]([CH2:19][CH2:20][CH2:21][NH:22][S:23]([CH3:26])(=[O:25])=[O:24])=[CH:15][CH:14]=2)[C@@H:9]1[C:27]1[CH:32]=[CH:31][C:30]([OH:33])=[CH:29][C:28]=1[O:34][CH2:35][C:36]1[CH:41]=[CH:40][CH:39]=[CH:38][CH:37]=1)(=[O:3])[CH3:2].N1C=CC=CC=1.[S:55](O[S:55]([C:58]([F:61])([F:60])[F:59])(=[O:57])=[O:56])([C:58]([F:61])([F:60])[F:59])(=[O:57])=[O:56], predict the reaction product. The product is: [C:1]([O:4][C@H:5]([C:42]1[CH:43]=[CH:44][C:45]([F:48])=[CH:46][CH:47]=1)[CH2:6][CH2:7][C@H:8]1[C:11](=[O:12])[N:10]([C:13]2[CH:14]=[CH:15][C:16]([CH2:19][CH2:20][CH2:21][NH:22][S:23]([CH3:26])(=[O:25])=[O:24])=[CH:17][CH:18]=2)[C@@H:9]1[C:27]1[CH:32]=[CH:31][C:30]([O:33][S:55]([C:58]([F:61])([F:60])[F:59])(=[O:57])=[O:56])=[CH:29][C:28]=1[O:34][CH2:35][C:36]1[CH:41]=[CH:40][CH:39]=[CH:38][CH:37]=1)(=[O:3])[CH3:2]. (5) The product is: [F:21][C:22]1[C:30]2[C:29]([NH2:31])=[CH:28][C:27]([C:2]3[CH:3]=[C:4]4[CH:10]=[N:9][N:8]([S:11]([C:14]5[CH:19]=[CH:18][C:17]([CH3:20])=[CH:16][CH:15]=5)(=[O:13])=[O:12])[C:5]4=[N:6][CH:7]=3)=[CH:26][C:25]=2[N:24]([S:36]([C:39]2[CH:40]=[CH:41][CH:42]=[CH:43][CH:44]=2)(=[O:37])=[O:38])[N:23]=1. Given the reactants Br[C:2]1[CH:3]=[C:4]2[CH:10]=[N:9][N:8]([S:11]([C:14]3[CH:19]=[CH:18][C:17]([CH3:20])=[CH:16][CH:15]=3)(=[O:13])=[O:12])[C:5]2=[N:6][CH:7]=1.[F:21][C:22]1[C:30]2[C:29]([NH2:31])=[CH:28][C:27]([Sn](C)(C)C)=[CH:26][C:25]=2[N:24]([S:36]([C:39]2[CH:44]=[CH:43][CH:42]=[CH:41][CH:40]=2)(=[O:38])=[O:37])[N:23]=1, predict the reaction product. (6) Given the reactants [CH3:1][O:2][C:3]([C:5]1([C:8](OS(C(F)(F)F)(=O)=O)=[CH2:9])[CH2:7][CH2:6]1)=[O:4].C(N(CC)CC)C.[C]=O.[OH2:27].CN(C)[CH:30]=[O:31].[CH3:33]O, predict the reaction product. The product is: [CH3:1][O:2][C:3]([C:5]1([C:8]([C:9]([O:31][CH3:30])=[O:27])=[CH2:33])[CH2:7][CH2:6]1)=[O:4]. (7) Given the reactants [CH3:1][O:2][C:3]([C:5]1[S:6][C:7]([CH2:10][CH2:11][CH2:12][C@H:13]2[CH2:17][CH2:16][C:15](Cl)([Cl:18])[C@@H:14]2[C:20]2[CH:25]=[CH:24][C:23]([CH:26]([O:32][CH2:33][C:34]3[CH:39]=[CH:38][C:37]([O:40][CH3:41])=[CH:36][CH:35]=3)[CH2:27][CH2:28][CH2:29][CH2:30][CH3:31])=[CH:22][CH:21]=2)=[CH:8][CH:9]=1)=[O:4].C(N=C(N(C)C)N(C)C)(C)(C)C.Cl, predict the reaction product. The product is: [CH3:1][O:2][C:3]([C:5]1[S:6][C:7]([CH2:10][CH2:11][CH2:12][C@H:13]2[CH2:17][CH2:16][C:15]([Cl:18])=[C:14]2[C:20]2[CH:21]=[CH:22][C:23]([CH:26]([O:32][CH2:33][C:34]3[CH:39]=[CH:38][C:37]([O:40][CH3:41])=[CH:36][CH:35]=3)[CH2:27][CH2:28][CH2:29][CH2:30][CH3:31])=[CH:24][CH:25]=2)=[CH:8][CH:9]=1)=[O:4]. (8) Given the reactants ClC1C=C(C=CC=1)C([O:7][C@@H:8]1[C@@H:11]([CH2:12][C:13]2[CH:18]=[CH:17][N:16]=[C:15]([N:19]([C:29]([O:31][C:32]([CH3:35])([CH3:34])[CH3:33])=[O:30])[CH2:20][C:21]3[CH:26]=[CH:25][C:24]([O:27][CH3:28])=[CH:23][CH:22]=3)[CH:14]=2)[C:10](=O)[NH:9]1)=O.[CH3:40][S:41]([O-:43])=[O:42].[Na+], predict the reaction product. The product is: [C:32]([O:31][C:29](=[O:30])[N:19]([CH2:20][C:21]1[CH:26]=[CH:25][C:24]([O:27][CH3:28])=[CH:23][CH:22]=1)[C:15]1[CH:14]=[C:13]([CH2:12][C@H:11]2[C:8](=[O:7])[NH:9][C@@H:10]2[S:41]([CH3:40])(=[O:43])=[O:42])[CH:18]=[CH:17][N:16]=1)([CH3:35])([CH3:34])[CH3:33]. (9) The product is: [Cl:8][C:3]1[CH:2]=[C:1]([CH:6]=[CH:5][CH:4]=1)[CH2:7][S:16][C:15]1[N:17]=[C:22]([Cl:21])[S:25][N:14]=1. Given the reactants [C:1]1([CH3:7])[CH:6]=[CH:5][CH:4]=[CH:3][CH:2]=1.[ClH:8].ClC1C=C(C=CC=1)C[NH:14][C:15](=[NH:17])[SH:16].[Cl:21][C:22]([SH:25])(Cl)Cl.[OH-].[Na+], predict the reaction product.